This data is from Peptide-MHC class II binding affinity with 134,281 pairs from IEDB. The task is: Regression. Given a peptide amino acid sequence and an MHC pseudo amino acid sequence, predict their binding affinity value. This is MHC class II binding data. (1) The binding affinity (normalized) is 0. The MHC is HLA-DQA10104-DQB10503 with pseudo-sequence HLA-DQA10104-DQB10503. The peptide sequence is KDVTFRNITGTSSTP. (2) The peptide sequence is RELKCGDGIFIFRDS. The MHC is DRB1_1301 with pseudo-sequence DRB1_1301. The binding affinity (normalized) is 0.363. (3) The peptide sequence is SGTVDFDEFMEMMTG. The MHC is DRB1_1501 with pseudo-sequence DRB1_1501. The binding affinity (normalized) is 0.126. (4) The peptide sequence is SYLIRALTLNTMTKD. The MHC is DRB1_0301 with pseudo-sequence DRB1_0301. The binding affinity (normalized) is 0.215. (5) The peptide sequence is KKSAHGSPTFWMGSH. The MHC is HLA-DQA10103-DQB10603 with pseudo-sequence HLA-DQA10103-DQB10603. The binding affinity (normalized) is 0.